From a dataset of Reaction yield outcomes from USPTO patents with 853,638 reactions. Predict the reaction yield, written as a fraction of the theoretical maximum amount of product (1.0 means a 100% yield; for example, 0.34 means a 34% yield). (1) The product is [Br:1][C:2]1[CH:7]=[C:6]([CH:11]([OH:12])[CH3:10])[C:5]([F:8])=[CH:4][N:3]=1. The catalyst is CCOC(C)=O. The yield is 0.860. The reactants are [Br:1][C:2]1[CH:7]=[CH:6][C:5]([F:8])=[CH:4][N:3]=1.C1C[O:12][CH2:11][CH2:10]1.[Li+].CC([N-]C(C)C)C.C(=O)C. (2) The reactants are [Br:1][C:2]1[CH:7]=[CH:6][C:5]([C:8](O)([CH3:10])[CH3:9])=[C:4]([F:12])[CH:3]=1.C([SiH](CC)CC)C.FC(F)(F)C(O)=O. The catalyst is C(Cl)Cl. The product is [Br:1][C:2]1[CH:7]=[CH:6][C:5]([CH:8]([CH3:9])[CH3:10])=[C:4]([F:12])[CH:3]=1. The yield is 0.800. (3) The reactants are C[O:2][CH:3](OC)[C:4]1[CH:5]=[CH:6][C:7]([O:11][CH2:12][CH2:13][N:14]2[CH2:19][CH2:18][O:17][CH2:16][CH2:15]2)=[C:8]([CH:10]=1)[NH2:9].[CH3:22][S:23](Cl)(=[O:25])=[O:24].N1C=CC=CC=1.Cl.C(=O)([O-])O.[Na+]. The catalyst is ClCCl. The product is [CH3:22][S:23]([NH:9][C:8]1[CH:10]=[C:4]([CH:5]=[CH:6][C:7]=1[O:11][CH2:12][CH2:13][N:14]1[CH2:19][CH2:18][O:17][CH2:16][CH2:15]1)[CH:3]=[O:2])(=[O:25])=[O:24]. The yield is 0.950. (4) No catalyst specified. The reactants are [CH3:1][N:2]1[C:6]([C:7]2[CH:12]=[CH:11][C:10]([NH:13][CH:14]=O)=[C:9]([O:16][CH3:17])[CH:8]=2)=[CH:5][N:4]=[C:3]1[CH3:18].CS(C1[N:24]=[CH:25][C:26]2[CH:32]=[CH:31][N:30]=[C:29]([NH:33][CH2:34][C:35]([CH3:38])([CH3:37])[CH3:36])[C:27]=2[N:28]=1)(=O)=O. The yield is 0.210. The product is [CH3:1][N:2]1[C:6]([C:7]2[CH:12]=[CH:11][C:10]([NH:13][C:14]3[N:24]=[CH:25][C:26]4[CH:32]=[CH:31][N:30]=[C:29]([NH:33][CH2:34][C:35]([CH3:38])([CH3:37])[CH3:36])[C:27]=4[N:28]=3)=[C:9]([O:16][CH3:17])[CH:8]=2)=[CH:5][N:4]=[C:3]1[CH3:18].